From a dataset of Reaction yield outcomes from USPTO patents with 853,638 reactions. Predict the reaction yield, written as a fraction of the theoretical maximum amount of product (1.0 means a 100% yield; for example, 0.34 means a 34% yield). (1) The reactants are [C:1]1(=[O:10])[C:9]2[C:4](=[CH:5][CH:6]=[CH:7][CH:8]=2)[CH2:3][O:2]1.[N+:11]([O-])([O-:13])=[O:12].[K+]. The product is [N+:11]([C:7]1[CH:8]=[C:9]2[C:4]([CH2:3][O:2][C:1]2=[O:10])=[CH:5][CH:6]=1)([O-:13])=[O:12]. The yield is 0.800. The catalyst is OS(O)(=O)=O. (2) The product is [CH:3]([O:6][C:7]1[CH:8]=[CH:9][C:10]([NH:13][C:14]([N:16]2[CH2:17][CH2:18][CH:19]([C:22]3[C:31]4[C:26](=[CH:27][C:28]([O:32][CH2:33][CH2:36][CH2:37][N:38]5[CH2:43][CH2:42][CH2:41][CH2:40][CH2:39]5)=[CH:29][CH:30]=4)[N:25]=[CH:24][N:23]=3)[CH2:20][CH2:21]2)=[O:15])=[CH:11][CH:12]=1)([CH3:5])[CH3:4]. The catalyst is O. The reactants are [OH-].[K+].[CH:3]([O:6][C:7]1[CH:12]=[CH:11][C:10]([NH:13][C:14]([N:16]2[CH2:21][CH2:20][CH:19]([C:22]3[C:31]4[C:26](=[CH:27][C:28]([O:32][CH3:33])=[CH:29][CH:30]=4)[N:25]=[CH:24][N:23]=3)[CH2:18][CH2:17]2)=[O:15])=[CH:9][CH:8]=1)([CH3:5])[CH3:4].OC[CH2:36][CH2:37][N:38]1[CH2:43][CH2:42][CH2:41][CH2:40][CH2:39]1.CCN(C(C)C)C(C)C.[N+](C1C=CC(OC(=O)NC2C=CC(OC(C)C)=CC=2)=CC=1)([O-])=O. The yield is 0.130. (3) The reactants are [OH:1][C:2]([CH3:50])([CH3:49])[C:3]#[C:4][C:5]1[N:6]=[C:7]([N:20](C(OC(C)(C)C)=O)[CH2:21][C@@H:22]([NH:34]C(=O)OC(C)(C)C)[CH2:23][C:24]2[CH:29]=[CH:28][C:27]([C:30]([F:33])([F:32])[F:31])=[CH:26][CH:25]=2)[S:8][C:9]=1[C:10]1[CH:11]=[C:12]2[C:17](=[CH:18][CH:19]=1)[CH:16]=[N:15][CH:14]=[CH:13]2.C(O)(C(F)(F)F)=O. The catalyst is C(Cl)Cl. The product is [NH2:34][C@@H:22]([CH2:23][C:24]1[CH:25]=[CH:26][C:27]([C:30]([F:31])([F:33])[F:32])=[CH:28][CH:29]=1)[CH2:21][NH:20][C:7]1[S:8][C:9]([C:10]2[CH:11]=[C:12]3[C:17](=[CH:18][CH:19]=2)[CH:16]=[N:15][CH:14]=[CH:13]3)=[C:5]([C:4]#[C:3][C:2]([CH3:49])([OH:1])[CH3:50])[N:6]=1. The yield is 0.280.